The task is: Predict the reaction yield, written as a fraction of the theoretical maximum amount of product (1.0 means a 100% yield; for example, 0.34 means a 34% yield).. This data is from Reaction yield outcomes from USPTO patents with 853,638 reactions. (1) The catalyst is CN(C=O)C.O. The yield is 0.700. The product is [CH2:2]([C:4]1[N:5]=[C:6]([CH:9]([NH:20][C:28](=[O:30])[C@H:27]([C:32]2[CH:33]=[CH:34][CH:35]=[CH:36][CH:37]=2)[CH2:21][C:26]2[CH:42]=[CH:22][CH:23]=[CH:24][CH:25]=2)[CH2:10][C:11]2[CH:16]=[CH:15][C:14]([N+:17]([O-:19])=[O:18])=[CH:13][CH:12]=2)[S:7][CH:8]=1)[CH3:3]. The reactants are Br.[CH2:2]([C:4]1[N:5]=[C:6]([C@@H:9]([NH2:20])[CH2:10][C:11]2[CH:16]=[CH:15][C:14]([N+:17]([O-:19])=[O:18])=[CH:13][CH:12]=2)[S:7][CH:8]=1)[CH3:3].[C:21]1([C:27]([C:32]2[CH:37]=[CH:36][CH:35]=[CH:34][CH:33]=2)(C)[C:28]([OH:30])=O)[CH:26]=[CH:25][CH:24]=[CH:23][CH:22]=1.ON1C2C=CC=C[C:42]=2N=N1.CN(C)CCCN=C=NCC.C(N(CC)CC)C. (2) The reactants are [CH3:1][S:2][C:3]1[CH:9]=[CH:8][C:6]([NH2:7])=[CH:5][CH:4]=1.N1C=CC=CC=1.[Cl:16][C:17]1[CH:25]=[CH:24][C:20]([C:21](Cl)=[O:22])=[CH:19][CH:18]=1. The catalyst is ClCCl. The product is [Cl:16][C:17]1[CH:25]=[CH:24][C:20]([C:21]([NH:7][C:6]2[CH:8]=[CH:9][C:3]([S:2][CH3:1])=[CH:4][CH:5]=2)=[O:22])=[CH:19][CH:18]=1. The yield is 0.930. (3) The reactants are [CH:1]12[CH2:7][CH:4]([CH2:5][CH2:6]1)[CH2:3][CH:2]2[CH2:8][C:9]([OH:11])=O.C(N(CC)C(C)C)(C)C.[CH3:21][C:22]1[CH:27]=[C:26]([N:28]2[CH2:33][CH2:32][O:31][CH2:30][CH2:29]2)[CH:25]=[C:24]([C:34]([F:37])([F:36])[F:35])[C:23]=1[NH2:38].C(OCC)(=O)C. The catalyst is CN(C)C=O. The product is [CH:1]12[CH2:7][CH:4]([CH2:5][CH2:6]1)[CH2:3][CH:2]2[CH2:8][C:9]([NH:38][C:23]1[C:24]([C:34]([F:35])([F:36])[F:37])=[CH:25][C:26]([N:28]2[CH2:33][CH2:32][O:31][CH2:30][CH2:29]2)=[CH:27][C:22]=1[CH3:21])=[O:11]. The yield is 0.0600. (4) The catalyst is C(Cl)(Cl)(Cl)Cl. The yield is 0.326. The reactants are [C:1]([SH:9])(=[S:8])[C:2]1[CH:7]=[CH:6][CH:5]=[CH:4][CH:3]=1.[CH3:10][C:11]([C:13]1[CH:18]=[CH:17][CH:16]=[CH:15][CH:14]=1)=[CH2:12]. The product is [C:1]([S:9][C:11]([C:13]1[CH:18]=[CH:17][CH:16]=[CH:15][CH:14]=1)([CH3:12])[CH3:10])(=[S:8])[C:2]1[CH:7]=[CH:6][CH:5]=[CH:4][CH:3]=1. (5) The reactants are C([O-])([O-])=O.[Cs+].[Cs+].[I:7][C:8]1[CH:13]=[CH:12][C:11]([C:14]2[C:18]3[CH2:19][N:20]([C:23](=[O:25])[CH3:24])[CH2:21][CH2:22][C:17]=3[NH:16][N:15]=2)=[CH:10][CH:9]=1.[CH2:26]([CH:28]1[O:30][CH2:29]1)Cl. The catalyst is CN(C=O)C. The product is [I:7][C:8]1[CH:9]=[CH:10][C:11]([C:14]2[C:18]3[CH2:19][N:20]([C:23](=[O:25])[CH3:24])[CH2:21][CH2:22][C:17]=3[N:16]([CH2:26][CH:28]3[CH2:29][O:30]3)[N:15]=2)=[CH:12][CH:13]=1. The yield is 0.580. (6) The reactants are [Br:1][C:2]1[C:11]([O:12][CH3:13])=[C:10]2[C:5]([CH:6]=[CH:7][C:8](O)=[N:9]2)=[CH:4][CH:3]=1.O=P(Cl)(Cl)[Cl:17]. No catalyst specified. The product is [Br:1][C:2]1[C:11]([O:12][CH3:13])=[C:10]2[C:5]([CH:6]=[CH:7][C:8]([Cl:17])=[N:9]2)=[CH:4][CH:3]=1. The yield is 0.840.